From a dataset of Full USPTO retrosynthesis dataset with 1.9M reactions from patents (1976-2016). Predict the reactants needed to synthesize the given product. (1) Given the product [F:22][C:20]1[CH:19]=[CH:18][N:17]2[CH:23]=[C:14]([CH2:13][CH2:12][N:8]3[C:9](=[O:11])[C:10]4[C:2]([C:27]5[CH:28]=[CH:29][N:24]=[CH:25][CH:26]=5)=[CH:3][S:4][C:5]=4[CH:6]=[N:7]3)[N:15]=[C:16]2[CH:21]=1, predict the reactants needed to synthesize it. The reactants are: Br[C:2]1[C:10]2[C:9](=[O:11])[N:8]([CH2:12][CH2:13][C:14]3[N:15]=[C:16]4[CH:21]=[C:20]([F:22])[CH:19]=[CH:18][N:17]4[CH:23]=3)[N:7]=[CH:6][C:5]=2[S:4][CH:3]=1.[N:24]1[CH:29]=[CH:28][C:27](B(O)O)=[CH:26][CH:25]=1.C([O-])([O-])=O.[Cs+].[Cs+]. (2) The reactants are: [Cl:1][C:2]1[CH:7]=[CH:6][C:5]([C:8]2[CH:16]=[CH:15][CH:14]=[C:13]3[C:9]=2[CH2:10][C:11](=[O:17])[NH:12]3)=[CH:4][CH:3]=1.[CH3:18][N:19]([CH3:35])[C@@H:20]1[CH2:24][CH2:23][N:22]([C:25]([C:27]2[CH:31]=[C:30]([CH3:32])[NH:29][C:28]=2[CH:33]=O)=[O:26])[CH2:21]1. Given the product [Cl:1][C:2]1[CH:3]=[CH:4][C:5]([C:8]2[CH:16]=[CH:15][CH:14]=[C:13]3[C:9]=2[C:10](=[CH:33][C:28]2[NH:29][C:30]([CH3:32])=[CH:31][C:27]=2[C:25]([N:22]2[CH2:23][CH2:24][C@@H:20]([N:19]([CH3:18])[CH3:35])[CH2:21]2)=[O:26])[C:11](=[O:17])[NH:12]3)=[CH:6][CH:7]=1, predict the reactants needed to synthesize it. (3) Given the product [CH3:1][O:2][C:3]1[CH:8]=[CH:7][C:6]([C:9]2([C:10]#[N:11])[CH2:15][CH2:14][CH2:13]2)=[CH:5][CH:4]=1, predict the reactants needed to synthesize it. The reactants are: [CH3:1][O:2][C:3]1[CH:8]=[CH:7][C:6]([CH2:9][C:10]#[N:11])=[CH:5][CH:4]=1.Br[CH2:13][CH2:14][CH2:15]Br.[H-].[Na+].CC(O)C. (4) Given the product [F:15][C:7]1[CH:6]=[C:5]([CH:10]=[C:9]([S:11]([CH3:14])(=[O:13])=[O:12])[CH:8]=1)[O:4][CH2:3][CH2:2][N:16]1[CH2:21][CH2:20][CH2:19][CH2:18][CH2:17]1, predict the reactants needed to synthesize it. The reactants are: Br[CH2:2][CH2:3][O:4][C:5]1[CH:10]=[C:9]([S:11]([CH3:14])(=[O:13])=[O:12])[CH:8]=[C:7]([F:15])[CH:6]=1.[NH:16]1[CH2:21][CH2:20][CH2:19][CH2:18][CH2:17]1. (5) Given the product [N:1]([C:2]1[CH:3]=[CH:4][C:5]([C:8]2[CH:13]=[CH:12][CH:11]=[C:10]([CH2:14][N:15]([CH2:28][C:29]3[CH:30]=[CH:31][C:32]([F:35])=[CH:33][CH:34]=3)[S:16]([C:19]3[CH:24]=[C:23]([Cl:25])[CH:22]=[C:21]([Cl:26])[C:20]=3[OH:27])(=[O:18])=[O:17])[CH:9]=2)=[CH:6][CH:7]=1)=[N+:43]=[N-:44], predict the reactants needed to synthesize it. The reactants are: [NH2:1][C:2]1[CH:7]=[CH:6][C:5]([C:8]2[CH:13]=[CH:12][CH:11]=[C:10]([CH2:14][N:15]([CH2:28][C:29]3[CH:34]=[CH:33][C:32]([F:35])=[CH:31][CH:30]=3)[S:16]([C:19]3[CH:24]=[C:23]([Cl:25])[CH:22]=[C:21]([Cl:26])[C:20]=3[OH:27])(=[O:18])=[O:17])[CH:9]=2)=[CH:4][CH:3]=1.N(OC(C)(C)C)=O.[N:43]([Si](C)(C)C)=[N+:44]=[N-]. (6) Given the product [CH2:2]1[O:3][C:4]2([CH2:9][CH2:8][CH:7]([C:10]3([CH3:15])[CH2:12][CH2:11]3)[CH2:6][CH2:5]2)[O:13][CH2:1]1, predict the reactants needed to synthesize it. The reactants are: [CH2:1]1[O:13][C:4]2([CH2:9][CH2:8][CH:7]([C:10]([CH3:12])=[CH2:11])[CH2:6][CH2:5]2)[O:3][CH2:2]1.I[CH2:15]I.II. (7) Given the product [Br:1][C:2]1[CH2:10][C:9]2[C:4]([CH:3]=1)=[CH:5][C:6]([CH3:11])=[CH:7][CH:8]=2, predict the reactants needed to synthesize it. The reactants are: [Br:1][CH:2]1[CH2:10][C:9]2[C:4](=[CH:5][C:6]([CH3:11])=[CH:7][CH:8]=2)[CH:3]1O.O.C1(C)C=CC(S(O)(=O)=O)=CC=1. (8) Given the product [Cl:11][C:12]1[C:13]2[C:17]([CH:18]=[CH:19][CH:20]=1)=[N:16][N:15]([CH:22]1[CH2:23][CH2:24][CH2:25][CH2:26][O:21]1)[CH:14]=2, predict the reactants needed to synthesize it. The reactants are: [N].N1C2C(=CC=CC=2)C=N1.[Cl:11][C:12]1[CH:20]=[CH:19][CH:18]=[C:17]2[C:13]=1[CH:14]=[N:15][NH:16]2.[O:21]1[CH:26]=[CH:25][CH2:24][CH2:23][CH2:22]1.C1(C)C=CC(S([O-])(=O)=O)=CC=1.[NH+]1C=CC=CC=1. (9) Given the product [C:1]([O:5][C:6]([N:8]1[CH2:12][C@H:11]([OH:13])[CH2:10][C@H:9]1[C:14](=[O:16])[NH:23][CH:21]1[CH2:22][CH2:20]1)=[O:7])([CH3:2])([CH3:3])[CH3:4], predict the reactants needed to synthesize it. The reactants are: [C:1]([O:5][C:6]([N:8]1[CH2:12][C@H:11]([OH:13])[CH2:10][C@H:9]1[C:14]([OH:16])=O)=[O:7])([CH3:4])([CH3:3])[CH3:2].C1C=C[C:20]2N(O)N=[N:23][C:21]=2[CH:22]=1.C1CCC(N=C=NC2CCCCC2)CC1.C1(N)CC1.CCN(C(C)C)C(C)C.